From a dataset of Full USPTO retrosynthesis dataset with 1.9M reactions from patents (1976-2016). Predict the reactants needed to synthesize the given product. (1) Given the product [CH2:10]([O:9][C:8]([NH:7][C@H:3]1[CH2:4][CH2:5][CH2:6][C@@H:2]1[O:1][CH2:19][C:20]([O:22][C:23]([CH3:26])([CH3:25])[CH3:24])=[O:21])=[O:17])[C:11]1[CH:16]=[CH:15][CH:14]=[CH:13][CH:12]=1, predict the reactants needed to synthesize it. The reactants are: [OH:1][C@H:2]1[CH2:6][CH2:5][CH2:4][C@@H:3]1[NH:7][C:8](=[O:17])[O:9][CH2:10][C:11]1[CH:16]=[CH:15][CH:14]=[CH:13][CH:12]=1.Br[CH2:19][C:20]([O:22][C:23]([CH3:26])([CH3:25])[CH3:24])=[O:21].[OH-].[Na+]. (2) Given the product [CH2:2]=[CH:1][O:3][CH2:4][CH2:5][O:6][CH2:10][CH2:11][CH2:12][CH2:13][CH2:14][CH2:15][C:16]([O:18][CH2:19][CH3:20])=[O:17], predict the reactants needed to synthesize it. The reactants are: [CH:1]([O:3][CH2:4][CH2:5][OH:6])=[CH2:2].[H-].[Na+].Br[CH2:10][CH2:11][CH2:12][CH2:13][CH2:14][CH2:15][C:16]([O:18][CH2:19][CH3:20])=[O:17].O.